Dataset: NCI-60 drug combinations with 297,098 pairs across 59 cell lines. Task: Regression. Given two drug SMILES strings and cell line genomic features, predict the synergy score measuring deviation from expected non-interaction effect. Drug 1: CCCCC(=O)OCC(=O)C1(CC(C2=C(C1)C(=C3C(=C2O)C(=O)C4=C(C3=O)C=CC=C4OC)O)OC5CC(C(C(O5)C)O)NC(=O)C(F)(F)F)O. Drug 2: N.N.Cl[Pt+2]Cl. Cell line: SK-MEL-2. Synergy scores: CSS=74.6, Synergy_ZIP=0.434, Synergy_Bliss=0.301, Synergy_Loewe=-5.71, Synergy_HSA=0.674.